Dataset: Forward reaction prediction with 1.9M reactions from USPTO patents (1976-2016). Task: Predict the product of the given reaction. (1) Given the reactants [F:1][C:2]([F:22])([F:21])[O:3][C:4]1[CH:9]=[CH:8][C:7]([N:10]2[CH2:14][CH2:13][C:12]3([CH2:19][CH2:18][NH:17][CH2:16][CH2:15]3)[C:11]2=[O:20])=[CH:6][CH:5]=1.O=C(Cl)[O:25][C:26](Cl)(Cl)Cl.[CH2:31]([NH:33][CH2:34][C:35]1[CH:40]=[CH:39][CH:38]=[CH:37][C:36]=1[F:41])[CH3:32], predict the reaction product. The product is: [CH2:31]([N:33]([CH2:34][C:35]1[CH:40]=[CH:39][CH:38]=[CH:37][C:36]=1[F:41])[C:26]([N:17]1[CH2:16][CH2:15][C:12]2([C:11](=[O:20])[N:10]([C:7]3[CH:8]=[CH:9][C:4]([O:3][C:2]([F:1])([F:21])[F:22])=[CH:5][CH:6]=3)[CH2:14][CH2:13]2)[CH2:19][CH2:18]1)=[O:25])[CH3:32]. (2) Given the reactants C(OC([N:8]1[CH:13]2[CH2:14][CH2:15][CH:9]1[CH2:10][CH:11]([OH:16])[CH2:12]2)=O)(C)(C)C.[ClH:17], predict the reaction product. The product is: [ClH:17].[CH:9]12[NH:8][CH:13]([CH2:14][CH2:15]1)[CH2:12][CH:11]([OH:16])[CH2:10]2. (3) Given the reactants [CH2:1]([C:4]1[CH2:9][CH2:8][CH2:7][C:6]([CH3:11])([CH3:10])[C:5]=1[CH2:12][C:13]([O:15]CC1C=CC=CC=1)=[O:14])[CH:2]=[CH2:3].[OH-].[Na+], predict the reaction product. The product is: [CH2:1]([C:4]1[CH2:9][CH2:8][CH2:7][C:6]([CH3:11])([CH3:10])[C:5]=1[CH2:12][C:13]([OH:15])=[O:14])[CH:2]=[CH2:3]. (4) Given the reactants [Si]([O:8][C@@H:9]1[C@@:44]2([CH3:45])[C:13](=[CH:14][CH:15]=[C:16]3[C@@H:43]2[CH2:42][CH2:41][C@@:40]2([CH3:46])[C@H:17]3[CH2:18][CH:19]=[C:20]2[C@H:21]([O:23][CH2:24]/[CH:25]=[CH:26]\[C:27]([CH2:38][CH3:39])([O:30][Si](CC)(CC)CC)[CH2:28][CH3:29])[CH3:22])[CH2:12][C@@H:11]([O:47][Si](C(C)(C)C)(C)C)[CH2:10]1)(C(C)(C)C)(C)C.[F-].C([N+](CCCC)(CCCC)CCCC)CCC, predict the reaction product. The product is: [OH:8][C@@H:9]1[C@@:44]2([CH3:45])[C:13](=[CH:14][CH:15]=[C:16]3[C@@H:43]2[CH2:42][CH2:41][C@@:40]2([CH3:46])[C@H:17]3[CH2:18][CH:19]=[C:20]2[C@H:21]([O:23][CH2:24]/[CH:25]=[CH:26]\[C:27]([CH2:38][CH3:39])([OH:30])[CH2:28][CH3:29])[CH3:22])[CH2:12][C@@H:11]([OH:47])[CH2:10]1.